From a dataset of Forward reaction prediction with 1.9M reactions from USPTO patents (1976-2016). Predict the product of the given reaction. (1) Given the reactants [Cl:1][CH2:2][C:3]1[C:12]2[C:7](=[CH:8][CH:9]=[CH:10][CH:11]=2)[CH:6]=[C:5]([CH3:13])[N:4]=1.ClC1C=C(C=CC=1)C(OO)=[O:19], predict the reaction product. The product is: [Cl:1][CH2:2][C:3]1[C:12]2[C:7](=[CH:8][CH:9]=[CH:10][CH:11]=2)[CH:6]=[C:5]([CH3:13])[N+:4]=1[O-:19]. (2) Given the reactants [NH2:1][C:2]1[C:9]([OH:10])=[C:8]([F:11])[C:7]([Br:12])=[C:6]([CH3:13])[C:3]=1[C:4]#[N:5].C(N(C(C)C)CC)(C)C.[CH:23]1([C:26](Cl)=[O:27])CC1, predict the reaction product. The product is: [C:26]([O:10][C:9]1[C:8]([F:11])=[C:7]([Br:12])[C:6]([CH3:13])=[C:3]([C:4]#[N:5])[C:2]=1[NH2:1])(=[O:27])[CH3:23]. (3) Given the reactants O[C:2]1[CH:7]=[CH:6][CH:5]=[CH:4][C:3]=1[NH:8][C:9]([C:11]1[CH:33]=[CH:32][C:14]2[S:15][CH2:16][CH2:17][N:18]([S:19]([C:22]3[CH:27]=[CH:26][C:25]([C:28]([F:31])([F:30])[F:29])=[CH:24][CH:23]=3)(=[O:21])=[O:20])[C:13]=2[CH:12]=1)=[O:10].C([O-])(=O)C.[NH4+], predict the reaction product. The product is: [F:29][C:28]([F:31])([F:30])[C:25]1[CH:24]=[CH:23][C:22]([S:19]([N:18]2[CH2:17][CH2:16][S:15][C:14]3[CH:32]=[CH:33][C:11]([C:9]4[O:10][C:2]5[CH:7]=[CH:6][CH:5]=[CH:4][C:3]=5[N:8]=4)=[CH:12][C:13]2=3)(=[O:21])=[O:20])=[CH:27][CH:26]=1.